This data is from Forward reaction prediction with 1.9M reactions from USPTO patents (1976-2016). The task is: Predict the product of the given reaction. (1) Given the reactants [CH2:1]([O:3][C:4]([CH:6]1[C:15]2[C:10](=[CH:11][C:12]([C:17]#[C:18][C:19]3[CH:24]=[CH:23][C:22]([CH2:25][C:26]([O:28]C(C)(C)C)=[O:27])=[CH:21][CH:20]=3)=[C:13]([CH3:16])[CH:14]=2)[C:9]([CH3:34])([CH3:33])[CH2:8][CH2:7]1)=[O:5])[CH3:2].C(O)=O.O, predict the reaction product. The product is: [CH2:1]([O:3][C:4]([CH:6]1[C:15]2[C:10](=[CH:11][C:12]([C:17]#[C:18][C:19]3[CH:24]=[CH:23][C:22]([CH2:25][C:26]([OH:28])=[O:27])=[CH:21][CH:20]=3)=[C:13]([CH3:16])[CH:14]=2)[C:9]([CH3:33])([CH3:34])[CH2:8][CH2:7]1)=[O:5])[CH3:2]. (2) Given the reactants [NH2:1][C:2]1[NH:3][C:4](=O)[C:5]2[CH2:10][CH:9]([CH3:11])[CH2:8][C:6]=2[N:7]=1.P(Cl)(Cl)([Cl:15])=O, predict the reaction product. The product is: [Cl:15][C:4]1[C:5]2[CH2:10][CH:9]([CH3:11])[CH2:8][C:6]=2[N:7]=[C:2]([NH2:1])[N:3]=1. (3) Given the reactants Br[Mg][C:3]#[CH:4].[C:5]([O:9][C:10]([N:12]([CH3:29])[CH2:13][CH:14]([O:21][Si:22]([C:25]([CH3:28])([CH3:27])[CH3:26])([CH3:24])[CH3:23])[C:15](=[O:20])[C:16]([O:18][CH3:19])=[O:17])=[O:11])([CH3:8])([CH3:7])[CH3:6], predict the reaction product. The product is: [C:5]([O:9][C:10]([N:12]([CH3:29])[CH2:13][CH:14]([C:15]([OH:20])([C:3]#[CH:4])[C:16]([O:18][CH3:19])=[O:17])[O:21][Si:22]([C:25]([CH3:26])([CH3:27])[CH3:28])([CH3:24])[CH3:23])=[O:11])([CH3:6])([CH3:7])[CH3:8]. (4) Given the reactants [CH2:1]([N:8]1[CH2:13][CH2:12][N:11](C(OC(C)(C)C)=O)[C@H:10]([CH2:21][C:22]2[CH:27]=[CH:26][C:25]([C:28]([O:30][CH2:31][CH3:32])=[O:29])=[CH:24][CH:23]=2)[CH2:9]1)[C:2]1[CH:7]=[CH:6][CH:5]=[CH:4][CH:3]=1, predict the reaction product. The product is: [CH2:31]([O:30][C:28](=[O:29])[C:25]1[CH:24]=[CH:23][C:22]([CH2:21][C@@H:10]2[CH2:9][N:8]([CH2:1][C:2]3[CH:3]=[CH:4][CH:5]=[CH:6][CH:7]=3)[CH2:13][CH2:12][NH:11]2)=[CH:27][CH:26]=1)[CH3:32]. (5) Given the reactants C(OC(=O)[NH:7][C:8]1[CH:13]=[CH:12][CH:11]=[C:10]([O:14][C:15]2[CH:20]=[C:19]([F:21])[CH:18]=[C:17]([NH:22][C:23]3[CH:28]=[CH:27][C:26]([I:29])=[CH:25][C:24]=3[F:30])[C:16]=2[C:31](=[O:33])[NH2:32])[CH:9]=1)(C)(C)C.C(O)(C(F)(F)F)=O, predict the reaction product. The product is: [NH2:7][C:8]1[CH:9]=[C:10]([CH:11]=[CH:12][CH:13]=1)[O:14][C:15]1[CH:20]=[C:19]([F:21])[CH:18]=[C:17]([NH:22][C:23]2[CH:28]=[CH:27][C:26]([I:29])=[CH:25][C:24]=2[F:30])[C:16]=1[C:31]([NH2:32])=[O:33].